From a dataset of Forward reaction prediction with 1.9M reactions from USPTO patents (1976-2016). Predict the product of the given reaction. Given the reactants C([O:4][CH:5]1[CH:10]([O:11][C:12](=[O:14])[CH3:13])[CH:9]([O:15][CH2:16][C:17]2[CH:22]=[CH:21][CH:20]=[CH:19][CH:18]=2)[CH:8]([O:23][CH2:24][C:25]2[CH:30]=[CH:29][CH:28]=[CH:27][CH:26]=2)[CH:7]([CH2:31][O:32][CH2:33][C:34]2[CH:39]=[CH:38][CH:37]=[CH:36][CH:35]=2)[O:6]1)(=O)C.C(O)(=O)C.NN.C(OCC)(=O)C, predict the reaction product. The product is: [CH2:16]([O:15][CH:9]1[CH:8]([O:23][CH2:24][C:25]2[CH:30]=[CH:29][CH:28]=[CH:27][CH:26]=2)[CH:7]([CH2:31][O:32][CH2:33][C:34]2[CH:39]=[CH:38][CH:37]=[CH:36][CH:35]=2)[O:6][CH:5]([OH:4])[CH:10]1[O:11][C:12](=[O:14])[CH3:13])[C:17]1[CH:22]=[CH:21][CH:20]=[CH:19][CH:18]=1.